The task is: Predict the product of the given reaction.. This data is from Forward reaction prediction with 1.9M reactions from USPTO patents (1976-2016). (1) Given the reactants [CH2:1]([O:8][C:9]1[CH:10]=[C:11]2[C:15](=[CH:16][CH:17]=1)[NH:14][CH:13]=[CH:12]2)[C:2]1[CH:7]=[CH:6][CH:5]=[CH:4][CH:3]=1.Cl.[NH:19]1[CH2:24][CH2:23][C:22](O)(O)[CH2:21][CH2:20]1.[OH-].[K+].CO, predict the reaction product. The product is: [CH2:1]([O:8][C:9]1[CH:10]=[C:11]2[C:15](=[CH:16][CH:17]=1)[NH:14][CH:13]=[C:12]2[C:22]1[CH2:23][CH2:24][NH:19][CH2:20][CH:21]=1)[C:2]1[CH:3]=[CH:4][CH:5]=[CH:6][CH:7]=1. (2) Given the reactants [OH:1][N:2]1[C:6](=[O:7])[C:5]2=[CH:8][CH:9]=[CH:10][CH:11]=[C:4]2[C:3]1=[O:12].[C:13]1(P(C2C=CC=CC=2)C2C=CC=CC=2)[CH:18]=CC=C[CH:14]=1.CC(O)C.N(C(OCC)=O)=NC(OCC)=O, predict the reaction product. The product is: [CH:13]([O:1][N:2]1[C:3](=[O:12])[C:4]2[C:5](=[CH:8][CH:9]=[CH:10][CH:11]=2)[C:6]1=[O:7])([CH3:18])[CH3:14]. (3) Given the reactants C(O[C:6]([N:8]1[CH2:13][CH2:12][N:11](C2C(=O)N(CC(C)C)N=C(C3C=CC(C)=C(F)C=3)C=2C)[CH2:10][CH2:9]1)=O)(C)(C)C.[CH2:34]([N:41]1[C:46](=[O:47])[C:45]([CH2:48]OS(C)(=O)=O)=[CH:44][C:43]([C:54]2[CH:59]=[CH:58][C:57]([F:60])=[C:56]([CH3:61])[CH:55]=2)=[N:42]1)[C:35]1[CH:40]=[CH:39][CH:38]=[CH:37][CH:36]=1.CN1CCNCC1, predict the reaction product. The product is: [CH2:34]([N:41]1[C:46](=[O:47])[C:45]([CH2:48][N:11]2[CH2:12][CH2:13][N:8]([CH3:6])[CH2:9][CH2:10]2)=[CH:44][C:43]([C:54]2[CH:59]=[CH:58][C:57]([F:60])=[C:56]([CH3:61])[CH:55]=2)=[N:42]1)[C:35]1[CH:40]=[CH:39][CH:38]=[CH:37][CH:36]=1. (4) Given the reactants [C:1]1([C:7]2[C:8]([C:26]3[CH:31]=[CH:30][C:29]([C:32]4([NH:40]C(=O)OC(C)(C)C)[CH2:35][C:34]5([O:39][CH2:38][CH2:37][O:36]5)[CH2:33]4)=[CH:28][CH:27]=3)=[N:9][C:10]3[CH:11]=[CH:12][N:13]4[C:19]([C:20]5[N:25]=[CH:24][CH:23]=[CH:22][N:21]=5)=[N:18][N:17]=[C:14]4[C:15]=3[CH:16]=2)[CH:6]=[CH:5][CH:4]=[CH:3][CH:2]=1.C(O)(C(F)(F)F)=O, predict the reaction product. The product is: [C:1]1([C:7]2[C:8]([C:26]3[CH:27]=[CH:28][C:29]([C:32]4([NH2:40])[CH2:35][C:34]5([O:36][CH2:37][CH2:38][O:39]5)[CH2:33]4)=[CH:30][CH:31]=3)=[N:9][C:10]3[CH:11]=[CH:12][N:13]4[C:19]([C:20]5[N:25]=[CH:24][CH:23]=[CH:22][N:21]=5)=[N:18][N:17]=[C:14]4[C:15]=3[CH:16]=2)[CH:6]=[CH:5][CH:4]=[CH:3][CH:2]=1. (5) The product is: [Br-:29].[C:1]([C:4]1[CH:5]=[N+:6]([CH2:28][C:27]2[CH:30]=[CH:31][CH:32]=[C:25]([Cl:24])[CH:26]=2)[CH:7]=[CH:8][C:9]=1[CH2:10][CH:11]1[CH2:20][CH2:19][C:18]2[C:13](=[CH:14][CH:15]=[C:16]([O:21][CH3:22])[CH:17]=2)[C:12]1=[O:23])(=[O:3])[CH3:2]. Given the reactants [C:1]([C:4]1[CH:5]=[N:6][CH:7]=[CH:8][C:9]=1[CH2:10][CH:11]1[CH2:20][CH2:19][C:18]2[C:13](=[CH:14][CH:15]=[C:16]([O:21][CH3:22])[CH:17]=2)[C:12]1=[O:23])(=[O:3])[CH3:2].[Cl:24][C:25]1[CH:26]=[C:27]([CH:30]=[CH:31][CH:32]=1)[CH2:28][Br:29], predict the reaction product. (6) Given the reactants Br[C:2]1[CH:3]=[CH:4][C:5]([N:10]2[CH:14]=[C:13]([CH3:15])[N:12]=[CH:11]2)=[C:6]([CH:9]=1)[C:7]#[N:8].[CH3:16][O:17][C:18]1[C:19]2[N:20]([N:24]=[C:25]([NH2:27])[N:26]=2)[CH:21]=[CH:22][CH:23]=1.C1([O-])C=CC=CC=1.[Na+], predict the reaction product. The product is: [CH3:16][O:17][C:18]1[C:19]2[N:20]([N:24]=[C:25]([NH:27][C:2]3[CH:3]=[CH:4][C:5]([N:10]4[CH:14]=[C:13]([CH3:15])[N:12]=[CH:11]4)=[C:6]([CH:9]=3)[C:7]#[N:8])[N:26]=2)[CH:21]=[CH:22][CH:23]=1.